This data is from CYP2C9 inhibition data for predicting drug metabolism from PubChem BioAssay. The task is: Regression/Classification. Given a drug SMILES string, predict its absorption, distribution, metabolism, or excretion properties. Task type varies by dataset: regression for continuous measurements (e.g., permeability, clearance, half-life) or binary classification for categorical outcomes (e.g., BBB penetration, CYP inhibition). Dataset: cyp2c9_veith. (1) The compound is C[N+]1(CC(=O)Nc2ccc(F)cc2)CCN(C(=O)c2ccco2)CC1.[Cl-]. The result is 0 (non-inhibitor). (2) The compound is COCCN(C(=O)C(C)C)c1nnc(-c2ccc(C)cc2)s1. The result is 1 (inhibitor). (3) The drug is COc1ccc(C(=O)NCC2OCCc3ccccc32)cc1. The result is 0 (non-inhibitor). (4) The molecule is CN(C)c1ncnc2ccc(-c3ccoc3)cc12. The result is 0 (non-inhibitor). (5) The compound is COc1ccc(CCNC(=O)CC(NS(=O)(=O)c2ccc(NC(C)=O)cc2)C(C)C)cc1OC. The result is 1 (inhibitor). (6) The result is 0 (non-inhibitor). The molecule is COc1cccc(Cn2c(=O)c(CCc3ccccc3)nc3cnc(N4CCOCC4)nc32)c1.